Dataset: Full USPTO retrosynthesis dataset with 1.9M reactions from patents (1976-2016). Task: Predict the reactants needed to synthesize the given product. (1) The reactants are: [NH2:1][C:2]1[CH:18]=[CH:17][C:5]([C:6]([NH:8][C:9]2[CH:14]=[CH:13][C:12]([CH3:15])=[C:11]([CH3:16])[CH:10]=2)=[O:7])=[CH:4][C:3]=1[NH:19][CH2:20][CH2:21][OH:22].[Cl:23][C:24]1[CH:31]=[CH:30][C:27]([CH:28]=O)=[CH:26][CH:25]=1. Given the product [CH3:16][C:11]1[CH:10]=[C:9]([NH:8][C:6]([C:5]2[CH:17]=[CH:18][C:2]3[N:1]=[C:28]([C:27]4[CH:30]=[CH:31][C:24]([Cl:23])=[CH:25][CH:26]=4)[N:19]([CH2:20][CH2:21][OH:22])[C:3]=3[CH:4]=2)=[O:7])[CH:14]=[CH:13][C:12]=1[CH3:15], predict the reactants needed to synthesize it. (2) Given the product [C:1]([O:5][C:6]([NH:8][C:9]1[C:10]([C:21]([OH:23])=[O:22])=[CH:11][C:12]([F:15])=[N:13][CH:14]=1)=[O:7])([CH3:4])([CH3:2])[CH3:3], predict the reactants needed to synthesize it. The reactants are: [C:1]([O:5][C:6]([NH:8][C:9]1[CH:10]=[CH:11][C:12]([F:15])=[N:13][CH:14]=1)=[O:7])([CH3:4])([CH3:3])[CH3:2].[Li]CCCC.[C:21](=[O:23])=[O:22]. (3) Given the product [C:8]([C:4]1[CH:3]=[C:2]([N:11]2[CH2:15][CH2:14][CH2:13][C:12]2=[O:16])[CH:7]=[CH:6][CH:5]=1)(=[O:10])[CH3:9], predict the reactants needed to synthesize it. The reactants are: Br[C:2]1[CH:3]=[C:4]([C:8](=[O:10])[CH3:9])[CH:5]=[CH:6][CH:7]=1.[NH:11]1[CH2:15][CH2:14][CH2:13][C:12]1=[O:16]. (4) The reactants are: [N+:1]([C:4]1[CH:9]=[CH:8][C:7]([NH:10][CH:11]2[CH2:16][CH2:15][CH:14]([O:17][CH2:18][C:19](O)=[O:20])[CH2:13][CH2:12]2)=[CH:6][C:5]=1[C:22]([F:25])([F:24])[F:23])([O-:3])=[O:2].CCN=C=NCCCN(C)C.Cl.C1C=CC2N(O)N=NC=2C=1.C(N(CC)CC)C.[F:55][C:56]1[CH:57]=[C:58]2[C:63](=[CH:64][CH:65]=1)[N:62]=[C:61]([N:66]1[CH2:71][CH2:70][NH:69][CH2:68][CH2:67]1)[CH:60]=[CH:59]2. Given the product [F:55][C:56]1[CH:57]=[C:58]2[C:63](=[CH:64][CH:65]=1)[N:62]=[C:61]([N:66]1[CH2:67][CH2:68][N:69]([C:19](=[O:20])[CH2:18][O:17][CH:14]3[CH2:15][CH2:16][CH:11]([NH:10][C:7]4[CH:8]=[CH:9][C:4]([N+:1]([O-:3])=[O:2])=[C:5]([C:22]([F:23])([F:24])[F:25])[CH:6]=4)[CH2:12][CH2:13]3)[CH2:70][CH2:71]1)[CH:60]=[CH:59]2, predict the reactants needed to synthesize it. (5) Given the product [CH:1]1([NH:4][C:5]([C:7]2[CH:8]=[CH:9][C:10]([CH3:25])=[C:11]([NH:13][C:14](=[O:24])[C:15]3[CH:20]=[C:19]([F:21])[C:18]([O:33][CH2:32][C:27]4[CH:28]=[CH:29][CH:30]=[CH:31][N:26]=4)=[C:17]([F:23])[CH:16]=3)[CH:12]=2)=[O:6])[CH2:3][CH2:2]1, predict the reactants needed to synthesize it. The reactants are: [CH:1]1([NH:4][C:5]([C:7]2[CH:8]=[CH:9][C:10]([CH3:25])=[C:11]([NH:13][C:14](=[O:24])[C:15]3[CH:20]=[C:19]([F:21])[C:18](F)=[C:17]([F:23])[CH:16]=3)[CH:12]=2)=[O:6])[CH2:3][CH2:2]1.[N:26]1[CH:31]=[CH:30][CH:29]=[CH:28][C:27]=1[CH2:32][OH:33].CC(C)([O-])C.[K+]. (6) Given the product [C:11]([CH2:10][C:8]1[CH:7]=[CH:6][C:5]([O:15][C:16]([N:18]2[CH2:19][CH2:20][N:21]([C:24]3[CH:25]=[CH:26][C:27]([NH:30][C:31]([NH:33][C:34]4[CH:39]=[C:38]([CH3:40])[CH:37]=[CH:36][C:35]=4[O:41][CH3:42])=[O:32])=[CH:28][CH:29]=3)[CH2:22][CH2:23]2)=[O:17])=[C:4]([Cl:3])[CH:9]=1)([OH:13])=[O:12], predict the reactants needed to synthesize it. The reactants are: [OH-].[Na+].[Cl:3][C:4]1[CH:9]=[C:8]([CH2:10][C:11]([O:13]C)=[O:12])[CH:7]=[CH:6][C:5]=1[O:15][C:16]([N:18]1[CH2:23][CH2:22][N:21]([C:24]2[CH:29]=[CH:28][C:27]([NH:30][C:31]([NH:33][C:34]3[CH:39]=[C:38]([CH3:40])[CH:37]=[CH:36][C:35]=3[O:41][CH3:42])=[O:32])=[CH:26][CH:25]=2)[CH2:20][CH2:19]1)=[O:17].Cl.